This data is from Forward reaction prediction with 1.9M reactions from USPTO patents (1976-2016). The task is: Predict the product of the given reaction. (1) Given the reactants [CH3:1][O:2][C:3]1[C:8]([CH2:9][N:10]2[CH2:15][CH2:14][CH2:13][CH2:12][CH:11]2[CH2:16][C:17]([OH:19])=O)=[CH:7][CH:6]=[CH:5][N:4]=1.[CH2:20]([NH2:27])[C:21]1[CH:26]=[CH:25][CH:24]=[CH:23][CH:22]=1.CCN=C=NCCCN(C)C.C1C=CC2N(O)N=NC=2C=1, predict the reaction product. The product is: [CH2:20]([NH:27][C:17](=[O:19])[CH2:16][CH:11]1[CH2:12][CH2:13][CH2:14][CH2:15][N:10]1[CH2:9][C:8]1[C:3]([O:2][CH3:1])=[N:4][CH:5]=[CH:6][CH:7]=1)[C:21]1[CH:26]=[CH:25][CH:24]=[CH:23][CH:22]=1. (2) The product is: [C:1]12([NH:11][CH2:24][C:23]3[CH:26]=[CH:27][C:20]([O:19][CH2:12][C:13]4[CH:14]=[CH:15][CH:16]=[CH:17][CH:18]=4)=[CH:21][C:22]=3[OH:28])[CH2:8][CH:7]3[CH2:6][CH:5]([CH2:4][CH:3]([CH2:9]3)[CH2:2]1)[CH2:10]2. Given the reactants [C:1]12([NH2:11])[CH2:10][CH:5]3[CH2:6][CH:7]([CH2:9][CH:3]([CH2:4]3)[CH2:2]1)[CH2:8]2.[CH2:12]([O:19][C:20]1[CH:27]=[CH:26][C:23]([CH:24]=O)=[C:22]([OH:28])[CH:21]=1)[C:13]1[CH:18]=[CH:17][CH:16]=[CH:15][CH:14]=1, predict the reaction product.